Dataset: Catalyst prediction with 721,799 reactions and 888 catalyst types from USPTO. Task: Predict which catalyst facilitates the given reaction. Reactant: [CH3:1][C:2]1[CH:7]=[C:6]([C:8]([F:17])([C:13]([F:16])([F:15])[F:14])[C:9]([F:12])([F:11])[F:10])[CH:5]=[C:4]([CH3:18])[C:3]=1[NH:19][C:20](=[O:31])[C:21]1[CH:26]=[CH:25][C:24](F)=[C:23]([N+:28]([O-:30])=[O:29])[CH:22]=1.[C-:32]#[N:33].[Na+].O. Product: [C:32]([C:24]1[CH:25]=[CH:26][C:21]([C:20]([NH:19][C:3]2[C:2]([CH3:1])=[CH:7][C:6]([C:8]([F:17])([C:13]([F:15])([F:16])[F:14])[C:9]([F:12])([F:10])[F:11])=[CH:5][C:4]=2[CH3:18])=[O:31])=[CH:22][C:23]=1[N+:28]([O-:30])=[O:29])#[N:33]. The catalyst class is: 9.